Dataset: Merck oncology drug combination screen with 23,052 pairs across 39 cell lines. Task: Regression. Given two drug SMILES strings and cell line genomic features, predict the synergy score measuring deviation from expected non-interaction effect. (1) Drug 1: COc1cc(C2c3cc4c(cc3C(OC3OC5COC(C)OC5C(O)C3O)C3COC(=O)C23)OCO4)cc(OC)c1O. Drug 2: COC1CC2CCC(C)C(O)(O2)C(=O)C(=O)N2CCCCC2C(=O)OC(C(C)CC2CCC(OP(C)(C)=O)C(OC)C2)CC(=O)C(C)C=C(C)C(O)C(OC)C(=O)C(C)CC(C)C=CC=CC=C1C. Cell line: A2780. Synergy scores: synergy=22.7. (2) Drug 1: O=C(NOCC(O)CO)c1ccc(F)c(F)c1Nc1ccc(I)cc1F. Drug 2: Cc1nc(Nc2ncc(C(=O)Nc3c(C)cccc3Cl)s2)cc(N2CCN(CCO)CC2)n1. Cell line: NCIH460. Synergy scores: synergy=36.2. (3) Drug 1: NC(=O)c1cccc2cn(-c3ccc(C4CCCNC4)cc3)nc12. Drug 2: C#Cc1cccc(Nc2ncnc3cc(OCCOC)c(OCCOC)cc23)c1. Cell line: NCIH460. Synergy scores: synergy=3.64. (4) Drug 1: COC1CC2CCC(C)C(O)(O2)C(=O)C(=O)N2CCCCC2C(=O)OC(C(C)CC2CCC(OP(C)(C)=O)C(OC)C2)CC(=O)C(C)C=C(C)C(O)C(OC)C(=O)C(C)CC(C)C=CC=CC=C1C. Synergy scores: synergy=86.6. Drug 2: Cn1c(=O)n(-c2ccc(C(C)(C)C#N)cc2)c2c3cc(-c4cnc5ccccc5c4)ccc3ncc21. Cell line: A2058. (5) Drug 1: O=S1(=O)NC2(CN1CC(F)(F)F)C1CCC2Cc2cc(C=CCN3CCC(C(F)(F)F)CC3)ccc2C1. Drug 2: CCC1(O)CC2CN(CCc3c([nH]c4ccccc34)C(C(=O)OC)(c3cc4c(cc3OC)N(C)C3C(O)(C(=O)OC)C(OC(C)=O)C5(CC)C=CCN6CCC43C65)C2)C1. Cell line: ES2. Synergy scores: synergy=13.7. (6) Synergy scores: synergy=4.73. Drug 2: NC1CCCCC1N.O=C(O)C(=O)O.[Pt+2]. Drug 1: O=C(NOCC(O)CO)c1ccc(F)c(F)c1Nc1ccc(I)cc1F. Cell line: EFM192B. (7) Drug 1: C=CCn1c(=O)c2cnc(Nc3ccc(N4CCN(C)CC4)cc3)nc2n1-c1cccc(C(C)(C)O)n1. Drug 2: CNC(=O)c1cc(Oc2ccc(NC(=O)Nc3ccc(Cl)c(C(F)(F)F)c3)cc2)ccn1. Cell line: SKOV3. Synergy scores: synergy=7.15.